Predict the reaction yield, written as a fraction of the theoretical maximum amount of product (1.0 means a 100% yield; for example, 0.34 means a 34% yield). From a dataset of Reaction yield outcomes from USPTO patents with 853,638 reactions. (1) The reactants are [CH2:1]([O:8][N:9]1C(=O)C2C(=CC=CC=2)C1=O)[C:2]1[CH:7]=[CH:6][CH:5]=[CH:4][CH:3]=1.O.NN. No catalyst specified. The product is [CH2:1]([O:8][NH2:9])[C:2]1[CH:7]=[CH:6][CH:5]=[CH:4][CH:3]=1. The yield is 0.640. (2) The reactants are CCN(C(C)C)C(C)C.[Cl:10][C:11]1[C:19]([F:20])=[CH:18][C:14]([C:15]([OH:17])=O)=[C:13]([F:21])[CH:12]=1.C1C=CC2N(O)N=NC=2C=1.CCN=C=NCCCN(C)C.Cl.[O:44]=[C:45]([N:62]1[CH2:67][CH2:66][NH:65][CH2:64][CH2:63]1)[CH2:46][NH:47][C:48]([C:50]1[CH:55]=[CH:54][C:53]([C:56]2[CH:61]=[CH:60][CH:59]=[CH:58][CH:57]=2)=[CH:52][CH:51]=1)=[O:49]. The catalyst is CN(C=O)C.O. The product is [Cl:10][C:11]1[C:19]([F:20])=[CH:18][C:14]([C:15]([N:65]2[CH2:64][CH2:63][N:62]([C:45](=[O:44])[CH2:46][NH:47][C:48]([C:50]3[CH:55]=[CH:54][C:53]([C:56]4[CH:61]=[CH:60][CH:59]=[CH:58][CH:57]=4)=[CH:52][CH:51]=3)=[O:49])[CH2:67][CH2:66]2)=[O:17])=[C:13]([F:21])[CH:12]=1. The yield is 0.507. (3) The reactants are [F:1][C:2]([F:37])([F:36])[C:3]1[CH:4]=[C:5]([CH:33]=[CH:34][CH:35]=1)[C:6]([NH:8][CH2:9][C:10]([NH:12][C@@H:13]1[CH2:17][CH2:16][N:15]([CH:18]2[CH2:22][CH2:21][N:20](C(OCC3C=CC=CC=3)=O)[CH2:19]2)[CH2:14]1)=[O:11])=[O:7].[H][H]. The catalyst is CO.[Pd]. The product is [N:15]1([CH:18]2[CH2:22][CH2:21][NH:20][CH2:19]2)[CH2:16][CH2:17][C@@H:13]([NH:12][C:10](=[O:11])[CH2:9][NH:8][C:6](=[O:7])[C:5]2[CH:33]=[CH:34][CH:35]=[C:3]([C:2]([F:37])([F:36])[F:1])[CH:4]=2)[CH2:14]1. The yield is 0.970.